This data is from Full USPTO retrosynthesis dataset with 1.9M reactions from patents (1976-2016). The task is: Predict the reactants needed to synthesize the given product. (1) Given the product [NH2:19][C@@H:3]([C:4]1[CH:5]=[C:6]([C:28]2[CH:29]=[CH:30][C:31]([C:47]([F:49])([F:50])[F:48])=[C:32]([CH2:33][O:34][C:35]3[CH:40]=[CH:39][CH:38]=[CH:37][C:36]=3[CH2:41][C:42]([OH:44])=[O:43])[CH:46]=2)[CH:7]=[CH:8][CH:9]=1)[CH2:2][OH:1], predict the reactants needed to synthesize it. The reactants are: [OH:1][CH2:2][C@@H:3]([NH:19]C(=O)OC(C)(C)C)[C:4]1[CH:9]=[CH:8][CH:7]=[C:6](B2OC(C)(C)C(C)(C)O2)[CH:5]=1.Cl[C:28]1[CH:29]=[CH:30][C:31]([C:47]([F:50])([F:49])[F:48])=[C:32]([CH:46]=1)[CH2:33][O:34][C:35]1[CH:40]=[CH:39][CH:38]=[CH:37][C:36]=1[CH2:41][C:42]([O:44]C)=[O:43].C(#N)C.[O-]P([O-])([O-])=O.[K+].[K+].[K+]. (2) Given the product [Cl:1][C:2]1[CH:7]=[CH:6][C:5]([N:8]2[C:18](=[O:19])[C:12]3([CH2:17][CH2:16][CH2:15][CH2:14][CH2:13]3)[NH:11][C:9]2=[O:10])=[C:4]([F:22])[CH:3]=1, predict the reactants needed to synthesize it. The reactants are: [Cl:1][C:2]1[CH:7]=[CH:6][C:5]([NH:8][C:9]([NH:11][C:12]2([C:18](OC)=[O:19])[CH2:17][CH2:16][CH2:15][CH2:14][CH2:13]2)=[O:10])=[C:4]([F:22])[CH:3]=1.[Li+].[OH-].